From a dataset of Catalyst prediction with 721,799 reactions and 888 catalyst types from USPTO. Predict which catalyst facilitates the given reaction. (1) Reactant: [CH:1]([O:4][C:5]1([C:8]2[CH:13]=[CH:12][C:11]([C:14]#[C:15][C:16]3[CH:26]=[CH:25][C:19]([C:20]([O:22][CH2:23][CH3:24])=[O:21])=[CH:18][CH:17]=3)=[CH:10][CH:9]=2)[CH2:7][CH2:6]1)([CH3:3])C.C(OC(=O)[C:31]1[CH:36]=[CH:35]C(I)=[CH:33][CH:32]=1)C. Product: [CH2:1]([O:4][C:5]1([C:8]2[CH:9]=[CH:10][C:11]([C:14]#[C:15][C:16]3[CH:26]=[CH:25][C:19]([C:20]([O:22][CH2:23][CH3:24])=[O:21])=[CH:18][CH:17]=3)=[CH:12][CH:13]=2)[CH2:7][CH2:6]1)[C:3]1[CH:35]=[CH:36][CH:31]=[CH:32][CH:33]=1. The catalyst class is: 337. (2) Reactant: [CH3:1][O:2][CH2:3][O:4][C:5]1[CH:12]=[CH:11][C:8]([CH:9]=O)=[CH:7][C:6]=1[O:13][CH3:14].[CH3:15][C:16]([CH3:18])=[O:17].[OH-].[Na+].O. Product: [CH3:1][O:2][CH2:3][O:4][C:5]1[CH:12]=[CH:11][C:8]([CH:9]=[CH:15][C:16](=[O:17])[CH3:18])=[CH:7][C:6]=1[O:13][CH3:14]. The catalyst class is: 8. (3) Reactant: [CH3:1][O:2][C:3]1[CH:4]=[C:5]2[C:10](=[CH:11][C:12]=1[O:13][CH3:14])[N:9]=[CH:8][CH:7]=[C:6]2[O:15][C:16]1[CH:22]=[CH:21][C:19]([NH2:20])=[CH:18][CH:17]=1.Cl[C:24](Cl)([O:26][C:27](=[O:33])OC(Cl)(Cl)Cl)Cl.[CH3:35][C:36]1[CH:41]=[CH:40][C:39](CO)=[CH:38][CH:37]=1.C(=O)(O)[O-].[Na+]. Product: [CH3:1][O:2][C:3]1[CH:4]=[C:5]2[C:10](=[CH:11][C:12]=1[O:13][CH3:14])[N:9]=[CH:8][CH:7]=[C:6]2[O:15][C:16]1[CH:22]=[CH:21][C:19]([NH:20][C:27](=[O:33])[O:26][CH2:24][C:39]2[CH:40]=[CH:41][C:36]([CH3:35])=[CH:37][CH:38]=2)=[CH:18][CH:17]=1. The catalyst class is: 208. (4) Reactant: Cl[CH2:2][C:3]1[C:4]2[N:5]([CH:9]=[CH:10][N:11]=2)[CH:6]=[CH:7][CH:8]=1.[OH:12][C:13]1[CH:20]=[CH:19][C:18]([O:21][CH3:22])=[CH:17][C:14]=1[CH:15]=[O:16].C(=O)([O-])[O-].[K+].[K+]. Product: [N:11]1[CH:10]=[CH:9][N:5]2[CH:6]=[CH:7][CH:8]=[C:3]([CH2:2][O:12][C:13]3[CH:20]=[CH:19][C:18]([O:21][CH3:22])=[CH:17][C:14]=3[CH:15]=[O:16])[C:4]=12. The catalyst class is: 3. (5) Reactant: [C:1]([N:8]1[CH2:15][CH2:14][CH2:13][C@H:9]1[C:10]([OH:12])=O)([O:3][C:4]([CH3:7])([CH3:6])[CH3:5])=[O:2].C[C@@H](O)[C@@H]1NC(=O)[C@H](CCN)NC(=O)[C@H](CCN)NC(=O)[C@H](CC(C)C)NC(=O)[C@@H](CC2C=CC=CC=2)NC(=O)[C@H](CCN)NC(=O)[C@@H](NC([C@@H](N)CCN)=O)CCNC1=O.OS(O)(=O)=O.CN(C(ON1N=NC2C=CC=NC1=2)=[N+](C)C)C.F[P-](F)(F)(F)(F)F.C(N(CC)C(C)C)(C)C.[CH3:115][C:116]([CH3:136])=[CH:117][CH2:118][CH2:119]/[C:120](/[CH3:135])=[CH:121]/[CH2:122][CH2:123]/[C:124](/[CH3:134])=[CH:125]/[CH2:126][S:127][CH2:128][C@H:129]([NH2:133])[C:130]([OH:132])=[O:131]. Product: [C:4]([O:3][C:1]([N:8]1[CH2:15][CH2:14][CH2:13][C@H:9]1[C:10]([NH:133][C@@H:129]([CH2:128][S:127][CH2:126]/[CH:125]=[C:124](\[CH3:134])/[CH2:123][CH2:122]/[CH:121]=[C:120](\[CH3:135])/[CH2:119][CH2:118][CH:117]=[C:116]([CH3:136])[CH3:115])[C:130]([OH:132])=[O:131])=[O:12])=[O:2])([CH3:5])([CH3:6])[CH3:7]. The catalyst class is: 2.